Dataset: Full USPTO retrosynthesis dataset with 1.9M reactions from patents (1976-2016). Task: Predict the reactants needed to synthesize the given product. Given the product [CH2:1]([NH:8][C:29]([C:28]1[S:27][C:26]([N:32]2[CH2:36][CH2:35][N:34]([CH2:37][C:38]3[CH:43]=[CH:42][C:41]([C:44]([F:45])([F:46])[F:47])=[CH:40][CH:39]=3)[C:33]2=[O:48])=[N:25][C:24]=1[CH3:23])=[O:31])[C:2]1[CH:7]=[CH:6][CH:5]=[CH:4][CH:3]=1, predict the reactants needed to synthesize it. The reactants are: [CH2:1]([N:8]1CCN(C2SC(C(O)=O)=C(C)N=2)C1=O)[C:2]1[CH:7]=[CH:6][CH:5]=[CH:4][CH:3]=1.[CH3:23][C:24]1[N:25]=[C:26]([N:32]2[CH2:36][CH2:35][N:34]([CH2:37][C:38]3[CH:43]=[CH:42][C:41]([C:44]([F:47])([F:46])[F:45])=[CH:40][CH:39]=3)[C:33]2=[O:48])[S:27][C:28]=1[C:29]([OH:31])=O.C(N)C1C=CC=CC=1.